Predict which catalyst facilitates the given reaction. From a dataset of Catalyst prediction with 721,799 reactions and 888 catalyst types from USPTO. (1) Product: [Cl:11][C:8]1[CH:9]=[CH:10][C:5]([CH:3]([OH:4])[CH2:2][NH:1][C:24](=[O:25])[C@@H:23]([N:14]2[C:13](=[O:12])[C:21]3[C:16](=[CH:17][CH:18]=[CH:19][CH:20]=3)[C:15]2=[O:22])[CH3:27])=[CH:6][CH:7]=1. The catalyst class is: 1. Reactant: [NH2:1][CH2:2][CH:3]([C:5]1[CH:10]=[CH:9][C:8]([Cl:11])=[CH:7][CH:6]=1)[OH:4].[O:12]=[C:13]1[C:21]2[C:16](=[CH:17][CH:18]=[CH:19][CH:20]=2)[C:15](=[O:22])[N:14]1[C@@H:23]([CH3:27])[C:24](O)=[O:25].C(=NC1CCCCC1)=NC1CCCCC1. (2) Reactant: Cl.Cl.[NH2:3][CH2:4][C:5]([NH:8][CH2:9][C:10]([N:12]1[CH2:16][CH2:15][CH2:14][C@H:13]1[C:17]#[N:18])=[O:11])([CH3:7])[CH3:6].[CH:19](OC1C=CC([N+]([O-])=O)=CC=1)=O.C(=O)([O-])[O-].[K+].[K+]. Product: [CH3:6][C:5]([NH:8][CH2:9][C:10]([N:12]1[CH2:16][CH2:15][CH2:14][C@H:13]1[C:17]#[N:18])=[O:11])([CH3:7])[CH2:4][NH:3][CH3:19]. The catalyst class is: 10. (3) Reactant: FC(F)(F)C(O)=O.[CH3:8][O:9][N:10]=[CH:11][C:12]1[C:13]([NH2:25])=[N:14][CH:15]=[N:16][C:17]=1[N:18]1[CH2:23][CH2:22][CH:21]([NH2:24])[CH2:20][CH2:19]1.[N+](C1C=CC([O:35][C:36](=O)[NH:37][C:38]2[CH:43]=[CH:42][C:41]([N:44]3[CH2:49][CH2:48][CH2:47][CH2:46][CH2:45]3)=[CH:40][CH:39]=2)=CC=1)([O-])=O.CCN(C(C)C)C(C)C. Product: [NH2:25][C:13]1[N:14]=[CH:15][N:16]=[C:17]([N:18]2[CH2:23][CH2:22][CH:21]([NH:24][C:36]([NH:37][C:38]3[CH:39]=[CH:40][C:41]([N:44]4[CH2:49][CH2:48][CH2:47][CH2:46][CH2:45]4)=[CH:42][CH:43]=3)=[O:35])[CH2:20][CH2:19]2)[C:12]=1[CH:11]=[N:10][O:9][CH3:8]. The catalyst class is: 23. (4) Reactant: [OH:1][CH:2]([CH2:15][N:16]1[CH2:21][CH2:20][CH2:19][CH2:18][CH2:17]1)[CH2:3][NH:4][S:5]([C:8]1[CH:14]=[CH:13][C:11]([NH2:12])=[CH:10][CH:9]=1)(=[O:7])=[O:6].Cl.CC(O)CC.Cl[C:29]1[N:34]=[C:33]([NH:35][CH2:36][CH3:37])[C:32]([C:38]#[N:39])=[CH:31][N:30]=1. Product: [C:38]([C:32]1[C:33]([NH:35][CH2:36][CH3:37])=[N:34][C:29]([NH:12][C:11]2[CH:10]=[CH:9][C:8]([S:5](=[O:6])(=[O:7])[NH:4][CH2:3][CH:2]([OH:1])[CH2:15][N:16]3[CH2:21][CH2:20][CH2:19][CH2:18][CH2:17]3)=[CH:14][CH:13]=2)=[N:30][CH:31]=1)#[N:39]. The catalyst class is: 5. (5) Reactant: [Cl:1][C:2]1[CH:10]=[CH:9][C:5]([C:6]([OH:8])=O)=[C:4]([NH:11][CH2:12][CH3:13])[N:3]=1.C(N(CC)CC)C.[NH2:21][CH2:22][CH2:23][N:24]1[CH2:29][CH2:28][CH2:27][CH2:26][CH2:25]1.F[P-](F)(F)(F)(F)F.N1(O[P+](N(C)C)(N(C)C)N(C)C)C2C=CC=CC=2N=N1. Product: [Cl:1][C:2]1[CH:10]=[CH:9][C:5]([C:6]([NH:21][CH2:22][CH2:23][N:24]2[CH2:29][CH2:28][CH2:27][CH2:26][CH2:25]2)=[O:8])=[C:4]([NH:11][CH2:12][CH3:13])[N:3]=1. The catalyst class is: 1. (6) Reactant: N(C(OCC)=O)=N[C:3](OCC)=O.C1(C)C=CC=CC=1.O[CH2:21][C@H:22]([NH:30][S:31]([C:34]1[CH:39]=[CH:38][CH:37]=[CH:36][C:35]=1[N+:40]([O-:42])=[O:41])(=[O:33])=[O:32])[C@@H:23]1[CH2:27][C@@H:26]([CH3:28])[C:25](=[O:29])[O:24]1.C1(P(C2C=CC=CC=2)C2C=CC=CC=2)C=CC=CC=1. Product: [CH2:28]([C@@H:26]1[CH2:27][C@@H:23]([CH:22]2[CH2:21][N@@:30]2[S:31]([C:34]2[CH:39]=[CH:38][CH:37]=[CH:36][C:35]=2[N+:40]([O-:42])=[O:41])(=[O:33])=[O:32])[O:24][C:25]1=[O:29])[CH3:3]. The catalyst class is: 7. (7) Reactant: [F:1][C:2]([F:6])([F:5])[CH2:3][OH:4].C[Si]([N-][Si](C)(C)C)(C)C.[K+].[Br:17][C:18]1[CH:19]=[CH:20][C:21]([NH:28][C:29](=[O:32])[CH2:30]Br)=[C:22]([CH:27]=1)[C:23]([O:25][CH3:26])=[O:24]. Product: [Br:17][C:18]1[CH:19]=[CH:20][C:21]([NH:28][C:29](=[O:32])[CH2:30][O:4][CH2:3][C:2]([F:6])([F:5])[F:1])=[C:22]([CH:27]=1)[C:23]([O:25][CH3:26])=[O:24]. The catalyst class is: 1. (8) Reactant: [C:1]([O:5][CH3:6])(=[O:4])[CH:2]=[CH2:3].[CH3:7][NH:8][CH2:9][CH2:10][CH2:11][CH2:12][CH2:13][CH2:14][CH2:15][CH2:16][CH2:17][CH3:18]. Product: [CH2:9]([N:8]([CH3:7])[CH2:3][CH2:2][C:1]([O:5][CH3:6])=[O:4])[CH2:10][CH2:11][CH2:12][CH2:13][CH2:14][CH2:15][CH2:16][CH2:17][CH3:18]. The catalyst class is: 1.